From a dataset of Full USPTO retrosynthesis dataset with 1.9M reactions from patents (1976-2016). Predict the reactants needed to synthesize the given product. (1) Given the product [O:12]=[C:9]1[CH:8]([NH:13][C:14](=[O:20])[O:15][C:16]([CH3:17])([CH3:19])[CH3:18])[CH2:7][C:6]2[C:11](=[C:2]([N:1]3[CH2:22][CH2:23][CH2:24][C:25]3=[O:26])[CH:3]=[CH:4][CH:5]=2)[N:10]1[CH2:31][C:32]1[CH:36]=[CH:35][S:34][CH:33]=1, predict the reactants needed to synthesize it. The reactants are: [NH2:1][C:2]1[CH:3]=[CH:4][CH:5]=[C:6]2[C:11]=1[NH:10][C:9](=[O:12])[CH:8]([NH:13][C:14](=[O:20])[O:15][C:16]([CH3:19])([CH3:18])[CH3:17])[CH2:7]2.Cl[CH2:22][CH2:23][CH2:24][C:25](Cl)=[O:26].[OH-].[Na+].Br[CH2:31][C:32]1[CH:36]=[CH:35][S:34][CH:33]=1. (2) Given the product [ClH:26].[CH3:1][C:2]1[O:3][C:4]2[CH:10]=[CH:9][C:8]([C:11]3[CH:12]=[N:13][C:14]([O:17][C@@H:18]4[CH:23]5[CH2:22][CH2:21][N:20]([CH2:25][CH2:24]5)[CH2:19]4)=[N:15][CH:16]=3)=[CH:7][C:5]=2[N:6]=1, predict the reactants needed to synthesize it. The reactants are: [CH3:1][C:2]1[O:3][C:4]2[CH:10]=[CH:9][C:8]([C:11]3[CH:12]=[N:13][C:14]([O:17][C@@H:18]4[CH:23]5[CH2:24][CH2:25][N:20]([CH2:21][CH2:22]5)[CH2:19]4)=[N:15][CH:16]=3)=[CH:7][C:5]=2[N:6]=1.[ClH:26]. (3) The reactants are: [Cl:1][C:2]1[C:3]([S:24]([N:27]([CH2:37][C:38]2[CH:43]=[CH:42][C:41]([O:44][CH3:45])=[CH:40][CH:39]=2)[CH2:28][C:29]2[CH:34]=[CH:33][C:32]([O:35][CH3:36])=[CH:31][CH:30]=2)(=[O:26])=[O:25])=[N:4][CH:5]=[C:6]([C:9]([N:11]2[CH2:16][CH2:15][CH:14]([C:17]3[CH:22]=[CH:21][C:20]([F:23])=[CH:19][CH:18]=3)[CH2:13][CH2:12]2)=[O:10])[C:7]=1Cl.[NH2:46][C:47]1[CH:54]=[CH:53][C:52]([O:55][C:56]([F:59])([F:58])[F:57])=[CH:51][C:48]=1[C:49]#[N:50].C1(P(C2C=CC=CC=2)C2C3OC4C(=CC=CC=4P(C4C=CC=CC=4)C4C=CC=CC=4)C(C)(C)C=3C=CC=2)C=CC=CC=1.C(=O)([O-])[O-].[Cs+].[Cs+].[Cl-].[NH4+]. Given the product [Cl:1][C:2]1[C:3]([S:24]([N:27]([CH2:37][C:38]2[CH:39]=[CH:40][C:41]([O:44][CH3:45])=[CH:42][CH:43]=2)[CH2:28][C:29]2[CH:34]=[CH:33][C:32]([O:35][CH3:36])=[CH:31][CH:30]=2)(=[O:26])=[O:25])=[N:4][CH:5]=[C:6]([C:9]([N:11]2[CH2:12][CH2:13][CH:14]([C:17]3[CH:18]=[CH:19][C:20]([F:23])=[CH:21][CH:22]=3)[CH2:15][CH2:16]2)=[O:10])[C:7]=1[NH:46][C:47]1[CH:54]=[CH:53][C:52]([O:55][C:56]([F:57])([F:58])[F:59])=[CH:51][C:48]=1[C:49]#[N:50], predict the reactants needed to synthesize it. (4) Given the product [CH2:60]([NH:67][C:12](=[O:13])[C:11]1[CH:15]=[CH:16][CH:17]=[C:9]([N:8]([CH2:1][C:2]2[CH:3]=[CH:4][CH:5]=[CH:6][CH:7]=2)[S:18]([C:21]2[N:22]=[CH:23][N:24]([CH3:26])[CH:25]=2)(=[O:20])=[O:19])[CH:10]=1)[C:61]1[CH:66]=[CH:65][CH:64]=[CH:63][CH:62]=1, predict the reactants needed to synthesize it. The reactants are: [CH2:1]([N:8]([S:18]([C:21]1[N:22]=[CH:23][N:24]([CH3:26])[CH:25]=1)(=[O:20])=[O:19])[C:9]1[CH:10]=[C:11]([CH:15]=[CH:16][CH:17]=1)[C:12](O)=[O:13])[C:2]1[CH:7]=[CH:6][CH:5]=[CH:4][CH:3]=1.CN(C(ON1N=NC2C=CC=NC1=2)=[N+](C)C)C.F[P-](F)(F)(F)(F)F.C(N(C(C)C)CC)(C)C.[CH2:60]([NH2:67])[C:61]1[CH:66]=[CH:65][CH:64]=[CH:63][CH:62]=1. (5) Given the product [CH:35](=[C:24]1[C:23]2[N:22]=[CH:21][CH:20]=[CH:19][C:18]=2[C@H:17]([C:26]2[CH:27]=[CH:28][C:29]([F:32])=[CH:30][CH:31]=2)[C@@H:16]([O:15][C@@H:13]([C:5]2[CH:6]=[C:7]([C:9]([F:12])([F:10])[F:11])[CH:8]=[C:3]([C:2]([F:1])([F:33])[F:34])[CH:4]=2)[CH3:14])[CH2:25]1)[C:36]1[CH:41]=[CH:40][CH:39]=[CH:38][CH:37]=1, predict the reactants needed to synthesize it. The reactants are: [F:1][C:2]([F:34])([F:33])[C:3]1[CH:4]=[C:5]([C@@H:13]([O:15][C@@H:16]2[CH2:25][CH2:24][C:23]3[N:22]=[CH:21][CH:20]=[CH:19][C:18]=3[C@H:17]2[C:26]2[CH:31]=[CH:30][C:29]([F:32])=[CH:28][CH:27]=2)[CH3:14])[CH:6]=[C:7]([C:9]([F:12])([F:11])[F:10])[CH:8]=1.[CH:35](=O)[C:36]1[CH:41]=[CH:40][CH:39]=[CH:38][CH:37]=1.C(OC(=O)C)(=O)C.